Dataset: Peptide-MHC class II binding affinity with 134,281 pairs from IEDB. Task: Regression. Given a peptide amino acid sequence and an MHC pseudo amino acid sequence, predict their binding affinity value. This is MHC class II binding data. (1) The peptide sequence is EKKYFAATQFEELAA. The MHC is HLA-DPA10103-DPB10401 with pseudo-sequence HLA-DPA10103-DPB10401. The binding affinity (normalized) is 0.993. (2) The MHC is HLA-DQA10201-DQB10301 with pseudo-sequence HLA-DQA10201-DQB10301. The binding affinity (normalized) is 0.475. The peptide sequence is LHGGHVSCRVKLSAL. (3) The peptide sequence is EAAFNKAIKESTGGA. The MHC is HLA-DPA10201-DPB11401 with pseudo-sequence HLA-DPA10201-DPB11401. The binding affinity (normalized) is 0.0522.